Dataset: Full USPTO retrosynthesis dataset with 1.9M reactions from patents (1976-2016). Task: Predict the reactants needed to synthesize the given product. (1) Given the product [CH:12]1([CH2:15][NH:16][CH2:2][CH2:3][NH:4][C:5](=[O:11])[O:6][C:7]([CH3:10])([CH3:9])[CH3:8])[CH2:14][CH2:13]1, predict the reactants needed to synthesize it. The reactants are: O=[CH:2][CH2:3][NH:4][C:5](=[O:11])[O:6][C:7]([CH3:10])([CH3:9])[CH3:8].[CH:12]1([CH2:15][NH2:16])[CH2:14][CH2:13]1.[BH4-].[Na+].[OH-].[Na+]. (2) The reactants are: [CH:1]1([S:6][C:7]2[S:8][C:9]([C:17]3[CH:21]=[CH:20][NH:19][N:18]=3)=[C:10]3[CH2:15][CH2:14][CH2:13][C:12](=[O:16])[C:11]=23)[CH2:5][CH2:4][CH2:3][CH2:2]1.[Cl:22][C:23]1[CH:28]=[CH:27][C:26]([N:29]=[C:30]=[O:31])=[CH:25][CH:24]=1. Given the product [Cl:22][C:23]1[CH:28]=[CH:27][C:26]([NH:29][C:30]([N:19]2[CH:20]=[CH:21][C:17]([C:9]3[S:8][C:7]([S:6][CH:1]4[CH2:2][CH2:3][CH2:4][CH2:5]4)=[C:11]4[C:12](=[O:16])[CH2:13][CH2:14][CH2:15][C:10]=34)=[N:18]2)=[O:31])=[CH:25][CH:24]=1, predict the reactants needed to synthesize it. (3) Given the product [S:1]1[C:5]2[CH:6]=[C:7]([CH2:10][CH2:11][CH2:12][N:13]3[C:14](=[O:23])[C:15]4[C:20](=[CH:19][CH:18]=[CH:17][CH:16]=4)[C:21]3=[O:22])[CH:8]=[CH:9][C:4]=2[N:3]=[CH:2]1, predict the reactants needed to synthesize it. The reactants are: [S:1]1[C:5]2[CH:6]=[C:7]([C:10]#[C:11][CH2:12][N:13]3[C:21](=[O:22])[C:20]4[C:15](=[CH:16][CH:17]=[CH:18][CH:19]=4)[C:14]3=[O:23])[CH:8]=[CH:9][C:4]=2[N:3]=[CH:2]1.FC(F)(F)C(C1C=CC(C#CCN2C(=O)C3C(=CC=CC=3)C2=O)=CC=1)O. (4) Given the product [CH:1]1([C:4]2[CH:8]=[C:7]([CH2:9][NH:10][C:11]([C:13]3[C:14](=[O:31])[N:15]([C:21]4[CH:26]=[CH:25][CH:24]=[C:23]([C:27]([F:30])([F:29])[F:28])[CH:22]=4)[C:16]([CH3:20])=[C:17]([C:34]#[C:33][CH2:32][OH:35])[CH:18]=3)=[O:12])[O:6][N:5]=2)[CH2:3][CH2:2]1, predict the reactants needed to synthesize it. The reactants are: [CH:1]1([C:4]2[CH:8]=[C:7]([CH2:9][NH:10][C:11]([C:13]3[C:14](=[O:31])[N:15]([C:21]4[CH:26]=[CH:25][CH:24]=[C:23]([C:27]([F:30])([F:29])[F:28])[CH:22]=4)[C:16]([CH3:20])=[C:17](I)[CH:18]=3)=[O:12])[O:6][N:5]=2)[CH2:3][CH2:2]1.[CH2:32]([OH:35])[C:33]#[CH:34]. (5) The reactants are: [CH:1]([C:4]1[CH:13]=[C:12]2[C:7]([C:8](=[O:20])[N:9]([NH:15][S:16]([CH3:19])(=[O:18])=[O:17])[C:10](=[O:14])[NH:11]2)=[CH:6][C:5]=1[C:21]1[N:22]([CH3:26])[N:23]=[CH:24][CH:25]=1)([CH3:3])[CH3:2].Cl[C:28]([O:30][CH2:31][CH3:32])=[O:29]. Given the product [CH2:31]([O:30][C:28](=[O:29])[N:15]([N:9]1[C:8](=[O:20])[C:7]2[C:12](=[CH:13][C:4]([CH:1]([CH3:3])[CH3:2])=[C:5]([C:21]3[N:22]([CH3:26])[N:23]=[CH:24][CH:25]=3)[CH:6]=2)[NH:11][C:10]1=[O:14])[S:16]([CH3:19])(=[O:17])=[O:18])[CH3:32], predict the reactants needed to synthesize it. (6) Given the product [NH2:9][C@H:10]([C:17]1[CH:18]=[CH:19][C:20]([CH3:23])=[CH:21][CH:22]=1)[CH2:11][C:12]([OH:14])=[O:13], predict the reactants needed to synthesize it. The reactants are: P([O-])([O-])([O-])=O.[K+].[K+].[K+].[NH2:9][CH:10]([C:17]1[CH:22]=[CH:21][C:20]([CH3:23])=[CH:19][CH:18]=1)[CH2:11][C:12]([O:14]CC)=[O:13]. (7) Given the product [C:1]([C:3]1[CH:12]=[CH:11][C:10]2[C:5](=[CH:6][CH:7]=[C:8]([NH2:13])[CH:9]=2)[N:4]=1)#[N:2], predict the reactants needed to synthesize it. The reactants are: [C:1]([C:3]1[CH:12]=[CH:11][C:10]2[C:5](=[CH:6][CH:7]=[C:8]([N+:13]([O-])=O)[CH:9]=2)[N:4]=1)#[N:2]. (8) Given the product [CH2:13]([C:15]1[N:16]=[C:17]([CH2:47][CH2:48][CH3:49])[N:18]([CH2:32][C:33]2[CH:34]=[CH:35][C:36]([C:39]3[CH:44]=[CH:43][CH:42]=[CH:41][C:40]=3[C:45]3[NH:3][C:4](=[O:7])[O:5][N:46]=3)=[CH:37][CH:38]=2)[C:19](=[O:31])[C:20]=1[C:21]1[CH:22]=[CH:23][C:24]([O:27][CH2:28][CH2:29][CH3:30])=[CH:25][CH:26]=1)[CH3:14], predict the reactants needed to synthesize it. The reactants are: [Cl-].O[NH3+:3].[C:4](=[O:7])([O-])[OH:5].[Na+].CS(C)=O.[CH2:13]([C:15]1[N:16]=[C:17]([CH2:47][CH2:48][CH3:49])[N:18]([CH2:32][C:33]2[CH:38]=[CH:37][C:36]([C:39]3[C:40]([C:45]#[N:46])=[CH:41][CH:42]=[CH:43][CH:44]=3)=[CH:35][CH:34]=2)[C:19](=[O:31])[C:20]=1[C:21]1[CH:26]=[CH:25][C:24]([O:27][CH2:28][CH2:29][CH3:30])=[CH:23][CH:22]=1)[CH3:14].